Dataset: Forward reaction prediction with 1.9M reactions from USPTO patents (1976-2016). Task: Predict the product of the given reaction. (1) The product is: [CH:1]1([O:2][C:3](=[O:15])[C@H:4]([CH3:14])[NH:5][C:6]2[CH:11]=[CH:10][C:9]([Cl:12])=[C:8]([Cl:13])[CH:7]=2)[CH2:18][CH2:17][CH2:16][CH2:20]1. Given the reactants [CH3:1][O:2][C:3](=[O:15])[C@H:4]([CH3:14])[NH:5][C:6]1[CH:11]=[CH:10][C:9]([Cl:12])=[C:8]([Cl:13])[CH:7]=1.[CH:16]1(O)[CH2:20]C[CH2:18][CH2:17]1, predict the reaction product. (2) Given the reactants [C:1]([C:3]1[CH:4]=[N:5][CH:6]=[CH:7][CH:8]=1)#[N:2].[NH2:9][C:10]1[CH:19]=[CH:18][C:17]([Br:20])=[CH:16][C:11]=1[C:12](OC)=[O:13].O1CCOCC1, predict the reaction product. The product is: [Br:20][C:17]1[CH:16]=[C:11]2[C:10](=[CH:19][CH:18]=1)[N:9]=[C:1]([C:3]1[CH:4]=[N:5][CH:6]=[CH:7][CH:8]=1)[N:2]=[C:12]2[OH:13]. (3) Given the reactants C([O:8][C:9]1[C:10](=[O:34])[C:11]([C:29]2[S:30][CH:31]=[CH:32][N:33]=2)=[CH:12][N:13]2[CH2:18][CH2:17][N:16]([CH2:19][CH2:20][CH2:21][C:22]3[CH:27]=[CH:26][CH:25]=[CH:24][CH:23]=3)[C:15](=[O:28])[C:14]=12)C1C=CC=CC=1.[ClH:35], predict the reaction product. The product is: [ClH:35].[OH:8][C:9]1[C:10](=[O:34])[C:11]([C:29]2[S:30][CH:31]=[CH:32][N:33]=2)=[CH:12][N:13]2[CH2:18][CH2:17][N:16]([CH2:19][CH2:20][CH2:21][C:22]3[CH:27]=[CH:26][CH:25]=[CH:24][CH:23]=3)[C:15](=[O:28])[C:14]=12. (4) Given the reactants C1(C)C=CC=CC=1.[F:8][C:9]1[CH:14]=[CH:13][C:12]([N:15]=[C:16]=[O:17])=[CH:11][CH:10]=1.[NH2:18][C:19]1[CH:39]=[CH:38][C:22]([O:23][C:24]2[C:33]3[C:28](=[CH:29][C:30]([C:36]#[N:37])=[C:31]([O:34][CH3:35])[CH:32]=3)[N:27]=[CH:26][CH:25]=2)=[CH:21][CH:20]=1, predict the reaction product. The product is: [C:36]([C:30]1[CH:29]=[C:28]2[C:33]([C:24]([O:23][C:22]3[CH:38]=[CH:39][C:19]([NH:18][C:16]([NH:15][C:12]4[CH:13]=[CH:14][C:9]([F:8])=[CH:10][CH:11]=4)=[O:17])=[CH:20][CH:21]=3)=[CH:25][CH:26]=[N:27]2)=[CH:32][C:31]=1[O:34][CH3:35])#[N:37]. (5) Given the reactants [C:1]([O:4][C@@H:5]1[C@@H:10]([O:11][C:12](=[O:14])[CH3:13])[C@H:9]([O:15][C:16](=[O:18])[CH3:17])[C@@H:8]([S:19][CH3:20])[O:7][C@H:6]1[C:21]1[CH:26]=[CH:25][C:24]([CH3:27])=[C:23]([CH2:28][C:29]2[CH:34]=[CH:33][C:32]([OH:35])=[CH:31][CH:30]=2)[CH:22]=1)(=[O:3])[CH3:2].Br[CH2:37][CH2:38][CH2:39][O:40][CH2:41][C:42]1[CH:47]=[CH:46][CH:45]=[CH:44][CH:43]=1.C([O-])([O-])=O.[K+].[K+], predict the reaction product. The product is: [C:1]([O:4][C@@H:5]1[C@@H:10]([O:11][C:12](=[O:14])[CH3:13])[C@H:9]([O:15][C:16](=[O:18])[CH3:17])[C@@H:8]([S:19][CH3:20])[O:7][C@H:6]1[C:21]1[CH:26]=[CH:25][C:24]([CH3:27])=[C:23]([CH2:28][C:29]2[CH:34]=[CH:33][C:32]([O:35][CH2:37][CH2:38][CH2:39][O:40][CH2:41][C:42]3[CH:47]=[CH:46][CH:45]=[CH:44][CH:43]=3)=[CH:31][CH:30]=2)[CH:22]=1)(=[O:3])[CH3:2].